The task is: Predict the reactants needed to synthesize the given product.. This data is from Full USPTO retrosynthesis dataset with 1.9M reactions from patents (1976-2016). (1) Given the product [F:22][C:23]1[CH:28]=[C:27]([F:29])[CH:26]=[CH:25][C:24]=1[N:30]1[C:5]([C:7]2[CH:17]=[CH:16][C:10]3[O:11][CH2:12][C:13](=[O:15])[NH:14][C:9]=3[CH:8]=2)=[CH:4][C:3]([C:2]([F:20])([F:19])[F:1])=[N:31]1, predict the reactants needed to synthesize it. The reactants are: [F:1][C:2]([F:20])([F:19])[C:3](O)=[CH:4][C:5]([C:7]1[CH:17]=[CH:16][C:10]2[O:11][CH2:12][C:13](=[O:15])[NH:14][C:9]=2[CH:8]=1)=O.Cl.[F:22][C:23]1[CH:28]=[C:27]([F:29])[CH:26]=[CH:25][C:24]=1[NH:30][NH2:31]. (2) Given the product [CH2:1]([O:8][C:9]1[CH:15]=[CH:14][C:12]([N:13]=[C:17]=[S:18])=[CH:11][C:10]=1[Cl:16])[C:2]1[CH:3]=[CH:4][CH:5]=[CH:6][CH:7]=1, predict the reactants needed to synthesize it. The reactants are: [CH2:1]([O:8][C:9]1[CH:15]=[CH:14][C:12]([NH2:13])=[CH:11][C:10]=1[Cl:16])[C:2]1[CH:7]=[CH:6][CH:5]=[CH:4][CH:3]=1.[C:17](N1C=CN=C1)(N1C=CN=C1)=[S:18]. (3) Given the product [C:1]([N:9]1[CH2:14][CH2:13][N:12]([C:15](=[O:30])[C@@H:16]([O:18][C:19]2[CH:28]=[CH:27][CH:26]=[C:25]3[C:20]=2[CH:21]=[CH:22][C:23]([NH:32][C:33]2[NH:34][N:35]=[CH:36][CH:37]=2)=[N:24]3)[CH3:17])[C@H:11]([CH3:31])[CH2:10]1)(=[O:8])[C:2]1[CH:7]=[CH:6][CH:5]=[CH:4][CH:3]=1, predict the reactants needed to synthesize it. The reactants are: [C:1]([N:9]1[CH2:14][CH2:13][N:12]([C:15](=[O:30])[C@@H:16]([O:18][C:19]2[CH:28]=[CH:27][CH:26]=[C:25]3[C:20]=2[CH:21]=[CH:22][C:23](Cl)=[N:24]3)[CH3:17])[C@H:11]([CH3:31])[CH2:10]1)(=[O:8])[C:2]1[CH:7]=[CH:6][CH:5]=[CH:4][CH:3]=1.[NH2:32][C:33]1[CH:37]=[CH:36][NH:35][N:34]=1.C(N(CC)CC)C.[F-].[Cs+]. (4) Given the product [C:1]([C:3]1[C:4]2[C@H:16]3[CH2:17][C@H:15]3[C:14]([F:18])([F:19])[C:5]=2[N:6]([CH2:8][C:9]([OH:11])=[O:10])[N:7]=1)#[N:2], predict the reactants needed to synthesize it. The reactants are: [C:1]([C:3]1[C:4]2[C@H:16]3[CH2:17][C@H:15]3[C:14]([F:19])([F:18])[C:5]=2[N:6]([CH2:8][C:9]([O:11]CC)=[O:10])[N:7]=1)#[N:2].CO.O.[OH-].[Li+]. (5) Given the product [CH2:13]1[C:10]2([CH2:11][CH2:12][CH2:7][CH2:8][CH2:9]2)[CH2:19][CH2:17][NH:16][CH2:14]1, predict the reactants needed to synthesize it. The reactants are: [H-].[H-].[H-].[H-].[Li+].[Al+3].[CH2:7]1[CH2:12][CH2:11][C:10]2([CH2:19][C:17](=O)[NH:16][C:14](=O)[CH2:13]2)[CH2:9][CH2:8]1.